This data is from Forward reaction prediction with 1.9M reactions from USPTO patents (1976-2016). The task is: Predict the product of the given reaction. (1) The product is: [CH2:1]([C@H:8]1[CH2:12][O:11][C:10](=[O:13])[N:9]1[C:14](=[O:19])[C@@H:15]([O:16][CH2:17][CH3:18])[C@@H:37]([C:39]1[CH:44]=[CH:43][C:42]([C:45]2[CH:50]=[CH:49][CH:48]=[C:47]([CH2:51][N:52]([CH3:61])[C:53](=[O:60])[C:54]3[CH:55]=[CH:56][CH:57]=[CH:58][CH:59]=3)[CH:46]=2)=[CH:41][CH:40]=1)[OH:38])[C:2]1[CH:3]=[CH:4][CH:5]=[CH:6][CH:7]=1. Given the reactants [CH2:1]([C@H:8]1[CH2:12][O:11][C:10](=[O:13])[N:9]1[C:14](=[O:19])[CH2:15][O:16][CH2:17][CH3:18])[C:2]1[CH:7]=[CH:6][CH:5]=[CH:4][CH:3]=1.FC(F)(F)S(O)(=O)=O.C(BCCCC)CCC.[CH:37]([C:39]1[CH:44]=[CH:43][C:42]([C:45]2[CH:50]=[CH:49][CH:48]=[C:47]([CH2:51][N:52]([CH3:61])[C:53](=[O:60])[C:54]3[CH:59]=[CH:58][CH:57]=[CH:56][CH:55]=3)[CH:46]=2)=[CH:41][CH:40]=1)=[O:38].OO, predict the reaction product. (2) Given the reactants [F:1][C:2]1[CH:3]=[C:4]([CH2:20][OH:21])[CH:5]=[C:6]([F:19])[C:7]=1[O:8][C:9]1[CH:10]=[N:11][CH:12]=[C:13]([C:15]([F:18])([F:17])[F:16])[CH:14]=1.Cl[C:23]1[CH:24]=[C:25]2[N:32]([CH3:33])[C@@H:31]([CH3:34])[CH2:30][N:26]2[C:27](=[O:29])[N:28]=1, predict the reaction product. The product is: [F:1][C:2]1[CH:3]=[C:4]([CH:5]=[C:6]([F:19])[C:7]=1[O:8][C:9]1[CH:10]=[N:11][CH:12]=[C:13]([C:15]([F:16])([F:17])[F:18])[CH:14]=1)[CH2:20][O:21][C:23]1[CH:24]=[C:25]2[N:32]([CH3:33])[C@@H:31]([CH3:34])[CH2:30][N:26]2[C:27](=[O:29])[N:28]=1. (3) Given the reactants Cl[C:2]1[CH:10]=[CH:9][C:5]([C:6]([OH:8])=[O:7])=[CH:4][CH:3]=1.[C:11]1([C:17]#[CH:18])[CH:16]=[CH:15][CH:14]=[CH:13][CH:12]=1.[C:19]([O-])([O-])=O.[Cs+].[Cs+].O, predict the reaction product. The product is: [CH3:19][O:8][C:6](=[O:7])[C:5]1[CH:9]=[CH:10][C:2]([C:18]#[C:17][C:11]2[CH:16]=[CH:15][CH:14]=[CH:13][CH:12]=2)=[CH:3][CH:4]=1. (4) Given the reactants [NH2:1][C:2]1[C:21]([Br:22])=[CH:20][C:5]2[C:6]([C:16]([NH:18][CH3:19])=[O:17])=[C:7]([C:9]3[CH:14]=[CH:13][C:12]([F:15])=[CH:11][CH:10]=3)[O:8][C:4]=2[CH:3]=1.Cl[CH2:24][CH2:25][CH2:26][C:27](Cl)=[O:28], predict the reaction product. The product is: [Br:22][C:21]1[C:2]([N:1]2[CH2:24][CH2:25][CH2:26][C:27]2=[O:28])=[CH:3][C:4]2[O:8][C:7]([C:9]3[CH:10]=[CH:11][C:12]([F:15])=[CH:13][CH:14]=3)=[C:6]([C:16]([NH:18][CH3:19])=[O:17])[C:5]=2[CH:20]=1.